This data is from Forward reaction prediction with 1.9M reactions from USPTO patents (1976-2016). The task is: Predict the product of the given reaction. (1) Given the reactants Br[C:2]1[C:23]([O:24][CH3:25])=[CH:22][C:5]2[C:6]([CH3:21])([CH3:20])[C:7]3[NH:8][C:9]4[C:14]([C:15]=3[C:16](=[O:17])[C:4]=2[CH:3]=1)=[CH:13][CH:12]=[C:11]([C:18]#[N:19])[CH:10]=4.[CH:26]([B-](F)(F)F)=[CH2:27].[K+].O, predict the reaction product. The product is: [CH3:25][O:24][C:23]1[C:2]([CH:26]=[CH2:27])=[CH:3][C:4]2[C:16](=[O:17])[C:15]3[C:14]4[C:9](=[CH:10][C:11]([C:18]#[N:19])=[CH:12][CH:13]=4)[NH:8][C:7]=3[C:6]([CH3:20])([CH3:21])[C:5]=2[CH:22]=1. (2) Given the reactants Cl.[NH2:2][C:3]1[C:4]([F:13])=[C:5]([CH:10]=[CH:11][CH:12]=1)[C:6]([O:8][CH3:9])=[O:7].N1C=CC=CC=1.[C:20](Cl)(=[O:27])[C:21]1[CH:26]=[CH:25][CH:24]=[CH:23][CH:22]=1, predict the reaction product. The product is: [C:20]([NH:2][C:3]1[C:4]([F:13])=[C:5]([CH:10]=[CH:11][CH:12]=1)[C:6]([O:8][CH3:9])=[O:7])(=[O:27])[C:21]1[CH:26]=[CH:25][CH:24]=[CH:23][CH:22]=1. (3) Given the reactants [C:1]([O:5][C:6]([N:8]1[CH2:15][CH2:14][C:11]2([O:13][CH2:12]2)[CH2:10][CH2:9]1)=[O:7])([CH3:4])([CH3:3])[CH3:2].[CH2:16]([NH:23][CH3:24])[C:17]1[CH:22]=[CH:21][CH:20]=[CH:19][CH:18]=1, predict the reaction product. The product is: [C:1]([O:5][C:6]([N:8]1[CH2:15][CH2:14][C:11]([CH2:12][N:23]([CH2:16][C:17]2[CH:22]=[CH:21][CH:20]=[CH:19][CH:18]=2)[CH3:24])([OH:13])[CH2:10][CH2:9]1)=[O:7])([CH3:4])([CH3:3])[CH3:2]. (4) Given the reactants [CH3:1][C:2]1[CH:7]=[C:6]([C:8]2[S:12][CH:11]=[N:10][CH:9]=2)[N:5]=[C:4]([NH:13][C:14]2[CH:19]=[C:18]([C:20]([F:23])([F:22])[F:21])[CH:17]=[CH:16][N:15]=2)[CH:3]=1.[Li+].CC([N-]C(C)C)C.[O:32]=[C:33]1[C:41]2[C:36](=[CH:37][CH:38]=[C:39]([C:42]([O:44][CH3:45])=[O:43])[CH:40]=2)[CH2:35][CH2:34]1, predict the reaction product. The product is: [OH:32][C:33]1([C:11]2[S:12][C:8]([C:6]3[CH:7]=[C:2]([CH3:1])[CH:3]=[C:4]([NH:13][C:14]4[CH:19]=[C:18]([C:20]([F:23])([F:21])[F:22])[CH:17]=[CH:16][N:15]=4)[N:5]=3)=[CH:9][N:10]=2)[C:41]2[C:36](=[CH:37][CH:38]=[C:39]([C:42]([O:44][CH3:45])=[O:43])[CH:40]=2)[CH2:35][CH2:34]1.